From a dataset of Full USPTO retrosynthesis dataset with 1.9M reactions from patents (1976-2016). Predict the reactants needed to synthesize the given product. (1) The reactants are: [Cl:1][C:2]1[CH:3]=[C:4]([NH:8][CH2:9][C:10]2[C:19]3[C:14](=[C:15]([F:20])[CH:16]=[CH:17][CH:18]=3)[NH:13][C:12](=[O:21])[CH:11]=2)[CH:5]=[CH:6][CH:7]=1.[C:22](O)(=[O:29])[C:23]1[CH:28]=[CH:27][N:26]=[CH:25][CH:24]=1. Given the product [Cl:1][C:2]1[CH:3]=[C:4]([N:8]([CH2:9][C:10]2[C:19]3[C:14](=[C:15]([F:20])[CH:16]=[CH:17][CH:18]=3)[NH:13][C:12](=[O:21])[CH:11]=2)[C:22](=[O:29])[C:23]2[CH:28]=[CH:27][N:26]=[CH:25][CH:24]=2)[CH:5]=[CH:6][CH:7]=1, predict the reactants needed to synthesize it. (2) The reactants are: [CH:1]1([C:7]2[C:16]3[C@@H:15]([OH:17])[CH2:14][C:13]([CH3:19])([CH3:18])[CH2:12][C:11]=3[N:10]=[C:9]([CH:20]([CH3:22])[CH3:21])[C:8]=2[C:23]([C:25]2[CH:30]=[CH:29][C:28]([C:31]([F:34])([F:33])[F:32])=[CH:27][CH:26]=2)=[O:24])[CH2:6][CH2:5][CH2:4][CH2:3][CH2:2]1.N1C(C)=CC=CC=1C.FC(F)(F)S(O[Si:49]([C:52]([CH3:55])([CH3:54])[CH3:53])([CH3:51])[CH3:50])(=O)=O.Cl. Given the product [Si:49]([O:17][C@H:15]1[CH2:14][C:13]([CH3:19])([CH3:18])[CH2:12][C:11]2[N:10]=[C:9]([CH:20]([CH3:22])[CH3:21])[C:8]([C:23]([C:25]3[CH:30]=[CH:29][C:28]([C:31]([F:34])([F:32])[F:33])=[CH:27][CH:26]=3)=[O:24])=[C:7]([CH:1]3[CH2:6][CH2:5][CH2:4][CH2:3][CH2:2]3)[C:16]1=2)([C:52]([CH3:55])([CH3:54])[CH3:53])([CH3:51])[CH3:50], predict the reactants needed to synthesize it. (3) The reactants are: [NH2:1]/[C:2](/[CH2:9][CH2:10][C:11]1[CH:16]=[CH:15][C:14]([C:17]([F:20])([F:19])[F:18])=[CH:13][CH:12]=1)=[CH:3]\[C:4]([O:6][CH2:7][CH3:8])=[O:5].[C:21]([C:24]1[CH:31]=[CH:30][C:27]([CH:28]=O)=[CH:26][CH:25]=1)([OH:23])=[O:22].C(OC(=O)[CH2:36][C:37]([C@@H:39]1[CH2:43][CH2:42][CH2:41][N:40]1[C:44]([O:46]C(C)(C)C)=O)=O)C.N1CCCCC1.N1C=CC=CC1. Given the product [CH2:7]([O:6][C:4]([C:3]1[C:2]([CH2:9][CH2:10][C:11]2[CH:12]=[CH:13][C:14]([C:17]([F:18])([F:19])[F:20])=[CH:15][CH:16]=2)=[N:1][C:37]2[C@H:39]3[N:40]([C:44](=[O:46])[C:36]=2[C:28]=1[C:27]1[CH:30]=[CH:31][C:24]([C:21]([OH:23])=[O:22])=[CH:25][CH:26]=1)[CH2:41][CH2:42][CH2:43]3)=[O:5])[CH3:8], predict the reactants needed to synthesize it. (4) Given the product [C:1]([O:5][C:6]([NH:8][C@@H:9]([CH2:19][S:20][C:21]1[CH:22]=[CH:23][CH:24]=[CH:25][CH:26]=1)[CH2:10][CH2:11][C:12]([OH:14])=[O:13])=[O:7])([CH3:4])([CH3:2])[CH3:3], predict the reactants needed to synthesize it. The reactants are: [C:1]([O:5][C:6]([NH:8][C@@H:9]([CH2:19][S:20][C:21]1[CH:26]=[CH:25][CH:24]=[CH:23][CH:22]=1)/[CH:10]=[CH:11]/[C:12]([O:14]C(C)(C)C)=[O:13])=[O:7])([CH3:4])([CH3:3])[CH3:2]. (5) Given the product [N:19]1([CH:13]([C:11]2[S:12][C:8]([C:5]3[CH:6]=[CH:7][C:2]([F:1])=[CH:3][CH:4]=3)=[N:9][N:10]=2)[CH2:14][CH3:15])[CH:18]=[CH:17][N:21]=[CH:20]1, predict the reactants needed to synthesize it. The reactants are: [F:1][C:2]1[CH:7]=[CH:6][C:5]([C:8]2[S:12][C:11]([CH:13](O)[CH2:14][CH3:15])=[N:10][N:9]=2)=[CH:4][CH:3]=1.[CH:17]1[N:21]=[CH:20][N:19](C([N:19]2[CH:20]=[N:21][CH:17]=[CH:18]2)=O)[CH:18]=1. (6) Given the product [NH2:7][C@@H:8]1[CH2:9][CH2:10][C@H:11]([NH:14][C:15]2[N:20]=[C:19]([NH:21][CH3:22])[CH:18]=[CH:17][N:16]=2)[CH2:12][CH2:13]1, predict the reactants needed to synthesize it. The reactants are: C(OC(=O)[NH:7][C@H:8]1[CH2:13][CH2:12][C@@H:11]([NH:14][C:15]2[N:20]=[C:19]([NH:21][CH3:22])[CH:18]=[CH:17][N:16]=2)[CH2:10][CH2:9]1)(C)(C)C.Cl. (7) The reactants are: [H-].[Na+].[O:3]=[C:4]([CH2:10][CH3:11])[CH2:5][C:6]([O:8][CH3:9])=[O:7].[CH2:12]([Li])[CH2:13][CH2:14]C.C(Br)C=C.Cl.[BH4-].[Na+]. Given the product [CH3:11][CH:10]([CH2:14][CH:13]=[CH2:12])[CH:4]([OH:3])[CH2:5][C:6]([O:8][CH3:9])=[O:7], predict the reactants needed to synthesize it. (8) Given the product [CH2:63]=[CH:35][CH2:34][O:29][CH:27]([C:11]1[CH:16]=[CH:15][C:14]([Cl:17])=[CH:13][C:12]=1[Cl:18])[CH2:26][N:43]1[CH:44]=[N:45][CH:31]=[CH:30]1, predict the reactants needed to synthesize it. The reactants are: C1C(CSC(CN2N=CN=C2)=N[C:11]2[CH:16]=[CH:15][C:14]([Cl:17])=[CH:13][C:12]=2[Cl:18])=CC=C(Cl)C=1.[CH3:26][C:27]([OH:29])=O.[CH3:30][C:31](O)=O.[CH3:34][C:35](O)=O.C(CCCNCCCCCCCCN=C(N)N)CCCC[N:43]=[C:44](N)[NH2:45].[CH2:63](CCCNCCCCCCCCN=C(N)N)CCCCN=C(N)N.CCCCNC(OCC#CI)=O.CC(C1C(O)(CN2N=CN=C2)C(CC2C=CC(Cl)=CC=2)CC1)C.CC(OP(SCC1C=CC=CC=1)(OC(C)C)=O)C.CC(NC(N1C(=O)N(C2C=C(Cl)C=C(Cl)C=2)C(=O)C1)=O)C.CC1C=CC(C(NC([C@H](NC(OC(C)C)=O)C(C)C)=O)C)=CC=1.CCC(C1(C)OC1C(CC(C1OC(=O)CC2(O)OC(C(C)=CC2)C(C)=CCCCC(OC2OC(C)C(O)C(OC(N)=O)C2)C=CC(C)C(O)C1C)C)C)=O.CC(OC(C(C(OC(C)C)=O)=C1SCCS1)=O)C.CC(CC(N1C(=O)N(C2C=C(Cl)C=C(Cl)C=2)C(=O)C1)=O)C. (9) Given the product [Cl:1][C:2]1[CH:3]=[C:4]([C:9](=[O:17])[CH2:10][C:11]2[CH:16]=[CH:15][CH:14]=[CH:13][CH:12]=2)[CH:5]=[CH:6][C:7]=1[F:25], predict the reactants needed to synthesize it. The reactants are: [Cl:1][C:2]1[CH:3]=[C:4]([C:9](=[O:17])[CH2:10][C:11]2[CH:16]=[CH:15][CH:14]=[CH:13][CH:12]=2)[CH:5]=[C:6](Cl)[CH:7]=1.BrC1C=CC([F:25])=C(Cl)C=1.